From a dataset of hERG potassium channel inhibition data for cardiac toxicity prediction from Karim et al.. Regression/Classification. Given a drug SMILES string, predict its toxicity properties. Task type varies by dataset: regression for continuous values (e.g., LD50, hERG inhibition percentage) or binary classification for toxic/non-toxic outcomes (e.g., AMES mutagenicity, cardiotoxicity, hepatotoxicity). Dataset: herg_karim. (1) The compound is O=C(NC1COc2cccc(-c3cccnc3)c2C1)c1ccc(OCC(F)(F)F)nc1. The result is 0 (non-blocker). (2) The drug is COc1ccc(C2CCN(CCN3CCOc4ccccc43)CC2)cc1OC. The result is 1 (blocker).